This data is from Reaction yield outcomes from USPTO patents with 853,638 reactions. The task is: Predict the reaction yield, written as a fraction of the theoretical maximum amount of product (1.0 means a 100% yield; for example, 0.34 means a 34% yield). (1) The reactants are [N+:1]([O-:4])(O)=[O:2].[CH:5]12[CH2:23][CH2:22][CH:12]([CH2:13][N:14]([C:16](=[O:21])[C:17]([F:20])([F:19])[F:18])[CH2:15]1)[C:11]1[CH:10]=[CH:9][CH:8]=[CH:7][C:6]2=1.C(Cl)(Cl)Cl.C([O-])(O)=O.[Na+]. The catalyst is C(O)(C(F)(F)F)=O.O. The product is [N+:1]([C:9]1[CH:8]=[CH:7][C:6]2[CH:5]3[CH2:23][CH2:22][CH:12]([CH2:13][N:14]([C:16](=[O:21])[C:17]([F:19])([F:18])[F:20])[CH2:15]3)[C:11]=2[CH:10]=1)([O-:4])=[O:2]. The yield is 0.800. (2) The reactants are [CH2:1]([O:8][C:9]([NH:11][C:12]1[CH:17]=[CH:16][C:15]([C@H:18]2[CH2:23][CH2:22][C@H:21]([CH2:24]C(O)=O)[CH2:20][CH2:19]2)=[CH:14][CH:13]=1)=[O:10])[C:2]1[CH:7]=[CH:6][CH:5]=[CH:4][CH:3]=1.C([N:30]([CH2:33]C)CC)C.C1(P(N=[N+]=[N-])(C2C=CC=CC=2)=[O:42])C=CC=CC=1.[C:52]([OH:56])([CH3:55])([CH3:54])[CH3:53]. No catalyst specified. The product is [C:52]([O:56][C:33]([NH:30][CH2:24][C@H:21]1[CH2:22][CH2:23][C@H:18]([C:15]2[CH:16]=[CH:17][C:12]([NH:11][C:9](=[O:10])[O:8][CH2:1][C:2]3[CH:7]=[CH:6][CH:5]=[CH:4][CH:3]=3)=[CH:13][CH:14]=2)[CH2:19][CH2:20]1)=[O:42])([CH3:55])([CH3:54])[CH3:53]. The yield is 0.860.